From a dataset of Orexin1 receptor HTS with 218,158 compounds and 233 confirmed actives. Binary Classification. Given a drug SMILES string, predict its activity (active/inactive) in a high-throughput screening assay against a specified biological target. The compound is Clc1ncc(C(OC(C(=O)N2CCc3c2cccc3)C)=O)cc1. The result is 0 (inactive).